The task is: Predict the product of the given reaction.. This data is from Forward reaction prediction with 1.9M reactions from USPTO patents (1976-2016). (1) Given the reactants C[O:2][C:3]1[CH:8]=[CH:7][N:6]=[CH:5][C:4]=1[C:9]1[NH:10][C:11]2[C:16]([CH:17]=1)=[CH:15][C:14]([C:18]#[N:19])=[CH:13][CH:12]=2.B(Br)(Br)[Br:21].C(Cl)Cl.C([O-])(O)=O.[Na+], predict the reaction product. The product is: [Br:21][C:17]1[C:16]2[C:11](=[CH:12][CH:13]=[C:14]([C:18]#[N:19])[CH:15]=2)[NH:10][C:9]=1[C:4]1[CH:5]=[N:6][CH:7]=[CH:8][C:3]=1[OH:2]. (2) Given the reactants [Cl:1][C:2]1[C:10]([Cl:11])=[CH:9][CH:8]=[C:7]2[C:3]=1[CH:4]=[C:5]([C:14]([OH:16])=O)[N:6]2[CH2:12][CH3:13].C(Cl)(=O)C(Cl)=O.[C:23]([O:27][C:28]([N:30]1[CH2:35][CH2:34][N:33]([C:36]2[CH:41]=[CH:40][C:39]([NH2:42])=[CH:38][CH:37]=2)[CH2:32][CH2:31]1)=[O:29])([CH3:26])([CH3:25])[CH3:24].C(N(CC)CC)C, predict the reaction product. The product is: [C:23]([O:27][C:28]([N:30]1[CH2:35][CH2:34][N:33]([C:36]2[CH:37]=[CH:38][C:39]([NH:42][C:14]([C:5]3[N:6]([CH2:12][CH3:13])[C:7]4[C:3]([CH:4]=3)=[C:2]([Cl:1])[C:10]([Cl:11])=[CH:9][CH:8]=4)=[O:16])=[CH:40][CH:41]=2)[CH2:32][CH2:31]1)=[O:29])([CH3:26])([CH3:24])[CH3:25]. (3) Given the reactants [F:1][C:2]1[CH:9]=[CH:8][C:5]([CH:6]=O)=[CH:4][CH:3]=1.[NH2:10][C:11]1[N:12]=[N:13][C:14]([CH3:17])=[CH:15][CH:16]=1.C(O[C:21](=[O:36])[C:22]([OH:35])=[CH:23][C:24]([C:26]1[CH:31]=[CH:30][C:29]([CH:32]([CH3:34])[CH3:33])=[CH:28][CH:27]=1)=[O:25])C, predict the reaction product. The product is: [F:1][C:2]1[CH:9]=[CH:8][C:5]([CH:6]2[N:10]([C:11]3[N:12]=[N:13][C:14]([CH3:17])=[CH:15][CH:16]=3)[C:21](=[O:36])[C:22]([OH:35])=[C:23]2[C:24](=[O:25])[C:26]2[CH:27]=[CH:28][C:29]([CH:32]([CH3:33])[CH3:34])=[CH:30][CH:31]=2)=[CH:4][CH:3]=1. (4) Given the reactants C1C=CC(P(C2C=CC=CC=2)C2C=CC=CC=2)=CC=1.[CH2:20]([N:38]([CH2:42][CH2:43][CH2:44][CH2:45][CH2:46][CH2:47][CH2:48][CH2:49][CH2:50][CH2:51][CH2:52][CH2:53][CH2:54][CH2:55][CH2:56][CH2:57][CH2:58][CH3:59])[CH2:39][CH2:40]O)[CH2:21][CH2:22][CH2:23][CH2:24][CH2:25][CH2:26][CH2:27][CH2:28][CH2:29][CH2:30][CH2:31][CH2:32][CH2:33][CH2:34][CH2:35][CH2:36][CH3:37].C(Br)(Br)(Br)[Br:61], predict the reaction product. The product is: [Br:61][CH2:40][CH2:39][N:38]([CH2:42][CH2:43][CH2:44][CH2:45][CH2:46][CH2:47][CH2:48][CH2:49][CH2:50][CH2:51][CH2:52][CH2:53][CH2:54][CH2:55][CH2:56][CH2:57][CH2:58][CH3:59])[CH2:20][CH2:21][CH2:22][CH2:23][CH2:24][CH2:25][CH2:26][CH2:27][CH2:28][CH2:29][CH2:30][CH2:31][CH2:32][CH2:33][CH2:34][CH2:35][CH2:36][CH3:37]. (5) Given the reactants [CH3:1][O:2][C:3](=[O:29])[C:4]([S:20]([C:23]1[CH:28]=[CH:27][CH:26]=[CH:25][CH:24]=1)(=[O:22])=[O:21])([CH:6]1[CH2:18][CH2:17][C:16]2[C:15]3[C:10](=[CH:11][CH:12]=[C:13]([Cl:19])[CH:14]=3)[NH:9][C:8]=2[CH2:7]1)[CH3:5].[H-].[Na+].ClC[CH2:34][O:35][CH3:36], predict the reaction product. The product is: [CH3:1][O:2][C:3](=[O:29])[C:4]([S:20]([C:23]1[CH:24]=[CH:25][CH:26]=[CH:27][CH:28]=1)(=[O:22])=[O:21])([CH:6]1[CH2:18][CH2:17][C:16]2[C:15]3[C:10](=[CH:11][CH:12]=[C:13]([Cl:19])[CH:14]=3)[N:9]([CH2:34][O:35][CH3:36])[C:8]=2[CH2:7]1)[CH3:5].